From a dataset of Full USPTO retrosynthesis dataset with 1.9M reactions from patents (1976-2016). Predict the reactants needed to synthesize the given product. Given the product [Cl:1][C:2]1[CH:3]=[C:4]([C:5]([NH2:28])=[O:7])[CH:8]=[CH:9][C:10]=1[C:11]([NH:12][C:13]1[CH:18]=[CH:17][C:16]([Cl:19])=[C:15]([C:20]2[CH:25]=[CH:24][CH:23]=[CH:22][N:21]=2)[CH:14]=1)=[O:26], predict the reactants needed to synthesize it. The reactants are: [Cl:1][C:2]1[CH:3]=[C:4]([CH:8]=[CH:9][C:10]=1[C:11](=[O:26])[NH:12][C:13]1[CH:18]=[CH:17][C:16]([Cl:19])=[C:15]([C:20]2[CH:25]=[CH:24][CH:23]=[CH:22][N:21]=2)[CH:14]=1)[C:5]([OH:7])=O.[Cl-].[NH4+:28].